This data is from Forward reaction prediction with 1.9M reactions from USPTO patents (1976-2016). The task is: Predict the product of the given reaction. Given the reactants O[Li].O.C[O:5][C:6]([C:8]1[CH:9]=[CH:10][C:11]2[NH:12][C:13]3[C:18]([C:19]=2[CH:20]=1)=[CH:17][CH:16]=[CH:15][CH:14]=3)=[O:7].O.Cl, predict the reaction product. The product is: [CH:10]1[C:11]2[NH:12][C:13]3[C:18](=[CH:17][CH:16]=[CH:15][CH:14]=3)[C:19]=2[CH:20]=[C:8]([C:6]([OH:7])=[O:5])[CH:9]=1.